From a dataset of Full USPTO retrosynthesis dataset with 1.9M reactions from patents (1976-2016). Predict the reactants needed to synthesize the given product. (1) Given the product [NH2:44][C:40]1[N:41]=[CH:42][N:43]=[C:38]([C:11]2[N:10]([S:22]([C:25]3[CH:30]=[CH:29][CH:28]=[CH:27][CH:26]=3)(=[O:24])=[O:23])[C:9]([C:31]([O:33][CH2:34][CH3:35])=[O:32])=[C:8]([C:6]3[CH:7]=[C:2]([Cl:1])[CH:3]=[CH:4][C:5]=3[CH3:36])[CH:12]=2)[CH:39]=1, predict the reactants needed to synthesize it. The reactants are: [Cl:1][C:2]1[CH:3]=[CH:4][C:5]([CH3:36])=[C:6]([C:8]2[CH:12]=[C:11](B3OC(C)(C)C(C)(C)O3)[N:10]([S:22]([C:25]3[CH:30]=[CH:29][CH:28]=[CH:27][CH:26]=3)(=[O:24])=[O:23])[C:9]=2[C:31]([O:33][CH2:34][CH3:35])=[O:32])[CH:7]=1.I[C:38]1[N:43]=[CH:42][N:41]=[C:40]([NH2:44])[CH:39]=1.C([O-])([O-])=O.[Na+].[Na+]. (2) Given the product [Cl:8][C:4]1[CH:5]=[CH:6][CH:7]=[C:2]([Cl:1])[C:3]=1[C:9]1[C:13]([CH2:14][O:15][C:16]2[CH:17]=[C:18]3[C:22](=[CH:23][CH:24]=2)[N:21]([CH2:25][C:26]2[CH:27]=[C:28]([CH:33]=[CH:34][CH:35]=2)[C:29]([OH:31])=[O:30])[CH:20]=[CH:19]3)=[C:12]([CH:36]([CH3:38])[CH3:37])[O:11][N:10]=1, predict the reactants needed to synthesize it. The reactants are: [Cl:1][C:2]1[CH:7]=[CH:6][CH:5]=[C:4]([Cl:8])[C:3]=1[C:9]1[C:13]([CH2:14][O:15][C:16]2[CH:17]=[C:18]3[C:22](=[CH:23][CH:24]=2)[N:21]([CH2:25][C:26]2[CH:27]=[C:28]([CH:33]=[CH:34][CH:35]=2)[C:29]([O:31]C)=[O:30])[CH:20]=[CH:19]3)=[C:12]([CH:36]([CH3:38])[CH3:37])[O:11][N:10]=1.[OH-].[Na+]. (3) Given the product [CH2:1]([N:8]1[CH:12]=[C:11]([C:17]2[CH:18]=[C:19]([NH2:20])[CH:21]=[CH:22][CH:23]=2)[CH:10]=[N:9]1)[C:2]1[CH:7]=[CH:6][CH:5]=[CH:4][CH:3]=1, predict the reactants needed to synthesize it. The reactants are: [CH2:1]([N:8]1[CH:12]=[C:11](B(O)O)[CH:10]=[N:9]1)[C:2]1[CH:7]=[CH:6][CH:5]=[CH:4][CH:3]=1.Br[C:17]1[CH:18]=[C:19]([CH:21]=[CH:22][CH:23]=1)[NH2:20].C([O-])([O-])=O.[Na+].[Na+].